This data is from Catalyst prediction with 721,799 reactions and 888 catalyst types from USPTO. The task is: Predict which catalyst facilitates the given reaction. Reactant: [C:1]([O:5][C:6]([N:8]1[CH2:15][CH:14]2[CH2:16][CH:10]([C:11](=[O:18])[O:12][C:13]2=[O:17])[CH2:9]1)=[O:7])([CH3:4])([CH3:3])[CH3:2].CC[C@H]1[C@@H]2C[C@H]([C@@H](OC3C=CC(O[C@@H](C4C=CN=C5C=4C=C(OC)C=C5)[C@@H]4N5C[C@@H](CC)[C@@H](CC5)C4)=C4C(C5C(C(=O)C=34)=CC=CC=5)=O)C3C=CN=C4C=3C=C(OC)C=C4)N(CC2)C1.[CH3:83][OH:84].C(O)(=O)CC(CC(O)=O)(C(O)=O)O. Product: [CH3:83][O:84][C:11]([CH:10]1[CH2:16][CH:14]([C:13]([OH:17])=[O:12])[CH2:15][N:8]([C:6]([O:5][C:1]([CH3:4])([CH3:3])[CH3:2])=[O:7])[CH2:9]1)=[O:18]. The catalyst class is: 332.